From a dataset of Full USPTO retrosynthesis dataset with 1.9M reactions from patents (1976-2016). Predict the reactants needed to synthesize the given product. The reactants are: [F:1][C:2]1[CH:7]=[CH:6][C:5]([N:8]2[C:12]([C:13]3[CH:14]=[CH:15][C:16]([O:20][CH3:21])=[C:17]([OH:19])[CH:18]=3)=[CH:11][CH:10]=[N:9]2)=[CH:4][CH:3]=1.[CH3:22]N(C)C=O.CI.C(OCC)(=O)C. Given the product [CH3:22][O:19][C:17]1[CH:18]=[C:13]([C:12]2[N:8]([C:5]3[CH:4]=[CH:3][C:2]([F:1])=[CH:7][CH:6]=3)[N:9]=[CH:10][CH:11]=2)[CH:14]=[CH:15][C:16]=1[O:20][CH3:21], predict the reactants needed to synthesize it.